Dataset: Forward reaction prediction with 1.9M reactions from USPTO patents (1976-2016). Task: Predict the product of the given reaction. (1) Given the reactants CC1C=CC(S(O[CH2:12][CH:13]2[O:18][C:17]3[CH:19]=[C:20]([F:24])[CH:21]=[C:22]([F:23])[C:16]=3[O:15][CH2:14]2)(=O)=O)=CC=1.[CH3:25][NH2:26], predict the reaction product. The product is: [F:23][C:22]1[C:16]2[O:15][CH2:14][CH:13]([CH2:12][NH:26][CH3:25])[O:18][C:17]=2[CH:19]=[C:20]([F:24])[CH:21]=1. (2) Given the reactants [CH2:1]([N:3]1[C:7]2=[N:8][C:9]([CH2:45][CH3:46])=[C:10]([CH2:19][N:20]([CH2:29][C:30]3[CH:31]=[C:32]([C:37]4[CH:42]=[CH:41][CH:40]=[C:39]([CH:43]=O)[CH:38]=4)[C:33]([CH3:36])=[CH:34][CH:35]=3)[C:21]([C:23]3([C:26]([NH2:28])=[O:27])[CH2:25][CH2:24]3)=[O:22])[C:11]([NH:12][CH:13]3[CH2:18][CH2:17][O:16][CH2:15][CH2:14]3)=[C:6]2[CH:5]=[N:4]1)[CH3:2].C([N:54]1[CH2:59][CH2:58][NH:57][CH2:56][C@@H:55]1[CH3:60])(OC(C)(C)C)=O.C(O[BH-](OC(=O)C)OC(=O)C)(=O)C.[Na+].C(O)(=O)C, predict the reaction product. The product is: [CH2:1]([N:3]1[C:7]2=[N:8][C:9]([CH2:45][CH3:46])=[C:10]([CH2:19][N:20]([CH2:29][C:30]3[CH:31]=[C:32]([C:37]4[CH:42]=[CH:41][CH:40]=[C:39]([CH2:43][N:57]5[CH2:58][CH2:59][NH:54][C@H:55]([CH3:60])[CH2:56]5)[CH:38]=4)[C:33]([CH3:36])=[CH:34][CH:35]=3)[C:21]([C:23]3([C:26]([NH2:28])=[O:27])[CH2:24][CH2:25]3)=[O:22])[C:11]([NH:12][CH:13]3[CH2:14][CH2:15][O:16][CH2:17][CH2:18]3)=[C:6]2[CH:5]=[N:4]1)[CH3:2].